From a dataset of Forward reaction prediction with 1.9M reactions from USPTO patents (1976-2016). Predict the product of the given reaction. Given the reactants [C:1]([O:5][CH:6]([C:11]1[C:16]([CH3:17])=[CH:15][CH:14]=[C:13](OS(C(F)(F)F)(=O)=O)[C:12]=1[C:26]1[CH:27]=[CH:28][C:29]2[O:34][CH2:33][CH2:32][CH2:31][C:30]=2[CH:35]=1)[C:7]([O:9][CH3:10])=[O:8])([CH3:4])([CH3:3])[CH3:2].[C:36](B1OC(C)(C)C(C)(C)O1)([CH3:38])=[CH2:37].C(=O)([O-])[O-].[K+].[K+], predict the reaction product. The product is: [C:1]([O:5][CH:6]([C:11]1[C:16]([CH3:17])=[CH:15][CH:14]=[C:13]([C:36]([CH3:38])=[CH2:37])[C:12]=1[C:26]1[CH:27]=[CH:28][C:29]2[O:34][CH2:33][CH2:32][CH2:31][C:30]=2[CH:35]=1)[C:7]([O:9][CH3:10])=[O:8])([CH3:4])([CH3:2])[CH3:3].